From a dataset of Forward reaction prediction with 1.9M reactions from USPTO patents (1976-2016). Predict the product of the given reaction. (1) Given the reactants [C:1]([NH:8][C:9]1[CH:14]=[CH:13][C:12]([NH2:15])=[CH:11][CH:10]=1)([O:3]C(C)(C)C)=O.C(N(CC)CC)C.[CH3:23][O:24][C:25]1[CH:33]=[CH:32][CH:31]=[CH:30][C:26]=1C(Cl)=O, predict the reaction product. The product is: [NH2:15][C:12]1[CH:11]=[CH:10][C:9]([NH:8][C:1](=[O:3])[C:26]2[CH:30]=[CH:31][CH:32]=[CH:33][C:25]=2[O:24][CH3:23])=[CH:14][CH:13]=1. (2) Given the reactants [C:1]([OH:10])(=[O:9])[CH:2]([CH:4]([C:6]([OH:8])=[O:7])[OH:5])[OH:3].C(O)C, predict the reaction product. The product is: [CH:2]([OH:3])([C:1]([OH:10])=[O:9])[CH:4]([OH:5])[C:6]([OH:8])=[O:7]. (3) Given the reactants [CH2:1]([C:3]1[CH:4]=[CH:5][C:6]([O:17][CH2:18][CH2:19][C@@H:20]([OH:22])[CH3:21])=[C:7]([C:9]([C:11]2[CH:16]=[CH:15][CH:14]=[CH:13][CH:12]=2)=[O:10])[CH:8]=1)[CH3:2].CCN(CC)CC.[CH3:30][S:31](Cl)(=[O:33])=[O:32], predict the reaction product. The product is: [C:9]([C:7]1[CH:8]=[C:3]([CH2:1][CH3:2])[CH:4]=[CH:5][C:6]=1[O:17][CH2:18][CH2:19][C@@H:20]([O:22][S:31]([CH3:30])(=[O:33])=[O:32])[CH3:21])(=[O:10])[C:11]1[CH:12]=[CH:13][CH:14]=[CH:15][CH:16]=1. (4) Given the reactants [NH2:1][C:2]1[N:3]([CH3:22])[C:4](=[O:21])[C@:5]2([N:20]=1)[C:14]1[CH:13]=[C:12](Br)[CH:11]=[CH:10][C:9]=1[O:8][C@H:7]1[CH2:16][CH2:17][CH2:18][O:19][C@H:6]21.[N:23]1[CH:28]=[C:27](B(O)O)[CH:26]=[N:25][CH:24]=1.F[C:33]1C(B(O)O)=CC=CN=1, predict the reaction product. The product is: [NH2:1][C:2]1[N:3]([CH3:22])[C:4](=[O:21])[C@:5]2([N:20]=1)[C:14]1[CH:13]=[C:12]([C:27]3[CH:28]=[N:23][CH:24]=[N:25][CH:26]=3)[CH:11]=[CH:10][C:9]=1[O:8][C@H:7]1[CH2:16][CH2:17][CH2:18][O:19][C@:6]21[CH3:33]. (5) Given the reactants [C:1]([O:5][C:6]([N:8]1[CH2:12][CH2:11][CH2:10][CH:9]1[CH2:13][C:14]1[C:22]2[C:17](=[CH:18][C:19]([F:23])=[CH:20][CH:21]=2)[N:16](C(=O)C)[CH:15]=1)=[O:7])([CH3:4])([CH3:3])[CH3:2].[OH-].[Na+], predict the reaction product. The product is: [C:1]([O:5][C:6]([N:8]1[CH2:12][CH2:11][CH2:10][CH:9]1[CH2:13][C:14]1[C:22]2[C:17](=[CH:18][C:19]([F:23])=[CH:20][CH:21]=2)[NH:16][CH:15]=1)=[O:7])([CH3:4])([CH3:2])[CH3:3]. (6) Given the reactants [Cl:1][C:2]1[N:7]=[C:6](Cl)[CH:5]=[CH:4][N:3]=1.O1CCOCC1.[OH:15][C:16]1[C:21]([CH3:22])=[CH:20][CH:19]=[CH:18][C:17]=1B(O)O.C(=O)([O-])[O-].[Na+].[Na+], predict the reaction product. The product is: [Cl:1][C:2]1[N:7]=[C:6]([C:17]2[CH:18]=[CH:19][CH:20]=[C:21]([CH3:22])[C:16]=2[OH:15])[CH:5]=[CH:4][N:3]=1. (7) Given the reactants Br[C:2]1[C:11]2[C:6](=[C:7](C)[C:8](Br)=[C:9](/C=C/C=C)[C:10]=2C)[C:5](C)=[C:4](Br)[N:3]=1.[OH-].[NH4+], predict the reaction product. The product is: [CH:2]1[C:11]2[C:6](=[CH:7][CH:8]=[CH:9][CH:10]=2)[CH:5]=[CH:4][N:3]=1.